This data is from Catalyst prediction with 721,799 reactions and 888 catalyst types from USPTO. The task is: Predict which catalyst facilitates the given reaction. Product: [CH3:13][O:14][C:15]1[CH:16]=[CH:17][C:18]([CH2:19][N:20]2[C:24]3=[N:25][CH:26]=[CH:27][C:28]([O:29][C:6]4[CH:7]=[C:2]([Cl:1])[C:3]([N+:10]([O-:12])=[O:11])=[CH:4][C:5]=4[F:9])=[C:23]3[C:22]([I:30])=[N:21]2)=[CH:31][CH:32]=1. The catalyst class is: 6. Reactant: [Cl:1][C:2]1[CH:7]=[C:6](F)[C:5]([F:9])=[CH:4][C:3]=1[N+:10]([O-:12])=[O:11].[CH3:13][O:14][C:15]1[CH:32]=[CH:31][C:18]([CH2:19][N:20]2[C:24]3[N:25]=[CH:26][CH:27]=[C:28]([OH:29])[C:23]=3[C:22]([I:30])=[N:21]2)=[CH:17][CH:16]=1.C([O-])([O-])=O.[K+].[K+].CN(C=O)C.